This data is from HIV replication inhibition screening data with 41,000+ compounds from the AIDS Antiviral Screen. The task is: Binary Classification. Given a drug SMILES string, predict its activity (active/inactive) in a high-throughput screening assay against a specified biological target. (1) The result is 0 (inactive). The molecule is Cc1ccc(S(=O)(=O)N2CC(O)C=Cc3ccccc32)cc1. (2) The molecule is CCC1(CC)OC(C(O)CCc2ccccc2O)C(C(O)CCc2ccccc2O)O1. The result is 0 (inactive). (3) The compound is Cc1c(Cl)c(=O)oc2c3c(ccc12)OC(C)(C)C(OC(=O)C12CCC(C)(C(=O)O1)C2(C)C)C3OC(=O)C12CCC(C)(C(=O)O1)C2(C)C. The result is 1 (active). (4) The drug is CC(C)=CCc1cc(C2COc3cc4c(c(O)c3C2=O)C=CC(C)(C)O4)c(O)cc1O. The result is 0 (inactive). (5) The drug is CC(=O)Nc1c(S(=O)(=O)c2ccccc2)c(C)c(C)n1CCN(C)C. The result is 0 (inactive). (6) The molecule is O=C1C=CC(=O)N1n1c(-c2ccccc2)n[nH]c1=O. The result is 1 (active). (7) The molecule is CC(=O)OCC1OC(n2c3c(cc(C#N)c2=S)CCCC3)C(OC(C)=O)C(OC(C)=O)C1OC(C)=O. The result is 0 (inactive). (8) The compound is O=C1OC(Sc2ccccc2)(Sc2ccccc2)c2cccc3cccc1c23. The result is 0 (inactive).